Dataset: Peptide-MHC class II binding affinity with 134,281 pairs from IEDB. Task: Regression. Given a peptide amino acid sequence and an MHC pseudo amino acid sequence, predict their binding affinity value. This is MHC class II binding data. (1) The binding affinity (normalized) is 0.499. The peptide sequence is INEPTAAQIAYGLDR. The MHC is HLA-DQA10401-DQB10402 with pseudo-sequence HLA-DQA10401-DQB10402. (2) The peptide sequence is GGSILKISNKYHTKG. The MHC is DRB1_1602 with pseudo-sequence DRB1_1602. The binding affinity (normalized) is 0.466. (3) The peptide sequence is SVYLSDNGVMSEQGS. The MHC is DRB1_1501 with pseudo-sequence DRB1_1501. The binding affinity (normalized) is 0.378. (4) The peptide sequence is PNTDGIHIGDSSKVT. The MHC is HLA-DQA10104-DQB10503 with pseudo-sequence HLA-DQA10104-DQB10503. The binding affinity (normalized) is 0.0677.